This data is from Reaction yield outcomes from USPTO patents with 853,638 reactions. The task is: Predict the reaction yield, written as a fraction of the theoretical maximum amount of product (1.0 means a 100% yield; for example, 0.34 means a 34% yield). (1) The yield is 0.910. The reactants are [Br-:1].[F:2][C:3]1[CH:8]=[CH:7][C:6]([N:9]2[C:12](=[O:13])[C@H:11]([CH2:14][CH2:15][C@@H:16]([C:18]3[CH:23]=[CH:22][C:21]([F:24])=[CH:20][CH:19]=3)[OH:17])[C@H:10]2[C:25]2[CH:47]=[CH:46][C:28]([O:29][CH2:30][C:31]3[CH:45]=[CH:44][C:34]([CH2:35][N+:36]45[CH2:43][CH2:42][N:39]([CH2:40][CH2:41]4)[CH2:38][CH2:37]5)=[CH:33][CH:32]=3)=[CH:27][CH:26]=2)=[CH:5][CH:4]=1.[Br:48][CH2:49][C:50]1[CH:86]=[CH:85][C:53]([CH2:54][O:55][C:56]2[CH:61]=[CH:60][C:59]([C@H:62]3[N:65]([C:66]4[CH:71]=[CH:70][C:69]([F:72])=[CH:68][CH:67]=4)[C:64](=[O:73])[C@@H:63]3[CH2:74][CH2:75][C@@H:76]([C:78]3[CH:83]=[CH:82][C:81]([F:84])=[CH:80][CH:79]=3)[OH:77])=[CH:58][CH:57]=2)=[CH:52][CH:51]=1. The product is [Br-:48].[Br-:1].[F:2][C:3]1[CH:8]=[CH:7][C:6]([N:9]2[C:12](=[O:13])[C@H:11]([CH2:14][CH2:15][C@@H:16]([C:18]3[CH:19]=[CH:20][C:21]([F:24])=[CH:22][CH:23]=3)[OH:17])[C@H:10]2[C:25]2[CH:47]=[CH:46][C:28]([O:29][CH2:30][C:31]3[CH:45]=[CH:44][C:34]([CH2:35][N+:36]45[CH2:41][CH2:40][N+:39]([CH2:49][C:50]6[CH:51]=[CH:52][C:53]([CH2:54][O:55][C:56]7[CH:57]=[CH:58][C:59]([C@@H:62]8[C@@H:63]([CH2:74][CH2:75][C@H:76]([OH:77])[C:78]9[CH:83]=[CH:82][C:81]([F:84])=[CH:80][CH:79]=9)[C:64](=[O:73])[N:65]8[C:66]8[CH:67]=[CH:68][C:69]([F:72])=[CH:70][CH:71]=8)=[CH:60][CH:61]=7)=[CH:85][CH:86]=6)([CH2:42][CH2:43]4)[CH2:38][CH2:37]5)=[CH:33][CH:32]=3)=[CH:27][CH:26]=2)=[CH:5][CH:4]=1. The catalyst is C(#N)C. (2) The reactants are [I:1][C:2]1[C:10]2[C:5](=[N:6][CH:7]=[C:8]([C:11]3[CH:16]=[CH:15][C:14]([N:17]([CH3:19])[CH3:18])=[CH:13][CH:12]=3)[CH:9]=2)[NH:4][CH:3]=1.[C:20]1([S:26](Cl)(=[O:28])=[O:27])[CH:25]=[CH:24][CH:23]=[CH:22][CH:21]=1.[OH-].[Na+]. The catalyst is C1C=CC=CC=1.[Br-].C([N+](CCCC)(CCCC)CCCC)CCC. The product is [C:20]1([S:26]([N:4]2[C:5]3=[N:6][CH:7]=[C:8]([C:11]4[CH:16]=[CH:15][C:14]([N:17]([CH3:19])[CH3:18])=[CH:13][CH:12]=4)[CH:9]=[C:10]3[C:2]([I:1])=[CH:3]2)(=[O:28])=[O:27])[CH:25]=[CH:24][CH:23]=[CH:22][CH:21]=1. The yield is 0.640.